Task: Predict the product of the given reaction.. Dataset: Forward reaction prediction with 1.9M reactions from USPTO patents (1976-2016) Given the reactants FC(F)(F)C(O)=O.[CH3:8][C@@H:9]1[CH2:13][CH2:12][CH2:11][N:10]1[CH2:14][CH2:15][CH2:16][O:17][C:18]1[CH:23]=[CH:22][C:21]([N:24]2[CH2:29][CH2:28][N:27](C(OC(C)(C)C)=O)[CH2:26][C:25]2=[O:37])=[CH:20][CH:19]=1, predict the reaction product. The product is: [CH3:8][C@@H:9]1[CH2:13][CH2:12][CH2:11][N:10]1[CH2:14][CH2:15][CH2:16][O:17][C:18]1[CH:23]=[CH:22][C:21]([N:24]2[CH2:29][CH2:28][NH:27][CH2:26][C:25]2=[O:37])=[CH:20][CH:19]=1.